From a dataset of Reaction yield outcomes from USPTO patents with 853,638 reactions. Predict the reaction yield, written as a fraction of the theoretical maximum amount of product (1.0 means a 100% yield; for example, 0.34 means a 34% yield). (1) The reactants are [C:1]([O:5][C:6](=[O:22])[C:7]1[CH:12]=[CH:11][C:10](/[CH:13]=[CH:14]/[CH:15]=[CH:16]/[C:17]([O:19][CH3:20])=[O:18])=[C:9]([CH3:21])[CH:8]=1)([CH3:4])([CH3:3])[CH3:2]. The catalyst is CO.[Pd]. The product is [C:1]([O:5][C:6](=[O:22])[C:7]1[CH:12]=[CH:11][C:10]([CH2:13][CH2:14][CH2:15][CH2:16][C:17]([O:19][CH3:20])=[O:18])=[C:9]([CH3:21])[CH:8]=1)([CH3:3])([CH3:4])[CH3:2]. The yield is 0.920. (2) The reactants are [CH3:1][C:2]1[CH:11]=[CH:10][C:9]2[C:4](=[CH:5][CH:6]=[CH:7][C:8]=2[N:12]2[CH2:17][CH2:16][N:15]([CH2:18][CH2:19][C:20]3[CH:21]=[C:22]([NH:26][C:27](=[O:29])[CH3:28])[CH:23]=[CH:24][CH:25]=3)[CH2:14][CH2:13]2)[N:3]=1.[H-].[Na+].I[CH3:33]. The catalyst is C1COCC1. The product is [CH3:33][N:26]([C:22]1[CH:23]=[CH:24][CH:25]=[C:20]([CH2:19][CH2:18][N:15]2[CH2:14][CH2:13][N:12]([C:8]3[CH:7]=[CH:6][CH:5]=[C:4]4[C:9]=3[CH:10]=[CH:11][C:2]([CH3:1])=[N:3]4)[CH2:17][CH2:16]2)[CH:21]=1)[C:27](=[O:29])[CH3:28]. The yield is 0.610. (3) The reactants are [CH3:1][O:2][CH2:3][CH2:4][O:5][C:6]1[CH:7]=[C:8]2[C:12](=[C:13]([N:15]([CH3:25])[S:16]([C:19]3[CH:24]=[CH:23][CH:22]=[CH:21][N:20]=3)(=[O:18])=[O:17])[CH:14]=1)[NH:11][C:10]([C:26]1[S:27][CH:28]([CH2:31][C:32]([O:34]CC)=[O:33])[CH2:29][N:30]=1)=[CH:9]2.[OH-].[Na+].O1CCCC1.Cl. The catalyst is C(O)C. The product is [CH3:1][O:2][CH2:3][CH2:4][O:5][C:6]1[CH:7]=[C:8]2[C:12](=[C:13]([N:15]([CH3:25])[S:16]([C:19]3[CH:24]=[CH:23][CH:22]=[CH:21][N:20]=3)(=[O:18])=[O:17])[CH:14]=1)[NH:11][C:10]([C:26]1[S:27][CH:28]([CH2:31][C:32]([OH:34])=[O:33])[CH2:29][N:30]=1)=[CH:9]2. The yield is 0.880. (4) The reactants are CN(C(ON1N=NC2C=CC=CC1=2)=[N+](C)C)C.[B-](F)(F)(F)F.[F:23][C:24]1[CH:29]=[CH:28][C:27]([N:30]2[C:33](=[O:34])[C@H:32]([S:35][CH2:36][C:37]([C:39]3[CH:44]=[CH:43][C:42]([F:45])=[CH:41][CH:40]=3)=[O:38])[C@H:31]2[C:46]2[CH:60]=[CH:59][C:49]([O:50][CH2:51][C:52]([NH:54][CH2:55][C:56](O)=[O:57])=[O:53])=[CH:48][CH:47]=2)=[CH:26][CH:25]=1.CN1CCOCC1.[CH2:68]([NH:75][CH2:76][C:77]([OH:79])=[O:78])[C:69]1[CH:74]=[CH:73][CH:72]=[CH:71][CH:70]=1.[BH4-].[Na+].C([O-])(=O)C.[NH4+]. The catalyst is CN(C=O)C.CO. The product is [F:23][C:24]1[CH:25]=[CH:26][C:27]([N:30]2[C:33](=[O:34])[C@H:32]([S:35][CH2:36][CH:37]([C:39]3[CH:40]=[CH:41][C:42]([F:45])=[CH:43][CH:44]=3)[OH:38])[C@H:31]2[C:46]2[CH:47]=[CH:48][C:49]([O:50][CH2:51][C:52]([NH:54][CH2:55][C:56]([N:75]([CH2:68][C:69]3[CH:74]=[CH:73][CH:72]=[CH:71][CH:70]=3)[CH2:76][C:77]([OH:79])=[O:78])=[O:57])=[O:53])=[CH:59][CH:60]=2)=[CH:28][CH:29]=1. The yield is 0.530. (5) The reactants are [OH:1][C:2]([C:5]1[CH:10]=[CH:9][C:8]([C:11]([N:13]2[CH2:18][CH2:17][C:16]3([O:23][C:22]4[CH:24]=[CH:25][CH:26]=[CH:27][C:21]=4[N:20]4[CH:28]=[CH:29][CH:30]=[C:19]34)[CH2:15][CH2:14]2)=[O:12])=[CH:7][C:6]=1[O:31][CH3:32])([CH3:4])[CH3:3].[H-].[Na+].[CH3:35]I. The catalyst is C1COCC1.CN(C=O)C. The product is [CH3:32][O:31][C:6]1[CH:7]=[C:8]([C:11]([N:13]2[CH2:14][CH2:15][C:16]3([O:23][C:22]4[CH:24]=[CH:25][CH:26]=[CH:27][C:21]=4[N:20]4[CH:28]=[CH:29][CH:30]=[C:19]34)[CH2:17][CH2:18]2)=[O:12])[CH:9]=[CH:10][C:5]=1[C:2]([O:1][CH3:35])([CH3:3])[CH3:4]. The yield is 0.350.